This data is from Forward reaction prediction with 1.9M reactions from USPTO patents (1976-2016). The task is: Predict the product of the given reaction. The product is: [CH:1]1([CH2:6][C@@H:7]([C:16]([N:18]2[CH:22]([C:23]([NH:25][C:26]3[CH:31]=[CH:30][C:29]([F:32])=[CH:28][N:27]=3)=[O:24])[CH2:21][CH:20]=[N:19]2)=[O:17])[CH2:8][C:9]([OH:11])=[O:10])[CH2:5][CH2:4][CH2:3][CH2:2]1. Given the reactants [CH:1]1([CH2:6][C@@H:7]([C:16]([N:18]2[CH:22]([C:23]([NH:25][C:26]3[CH:31]=[CH:30][C:29]([F:32])=[CH:28][N:27]=3)=[O:24])[CH2:21][CH:20]=[N:19]2)=[O:17])[CH2:8][C:9]([O:11]C(C)(C)C)=[O:10])[CH2:5][CH2:4][CH2:3][CH2:2]1.Cl, predict the reaction product.